This data is from Peptide-MHC class I binding affinity with 185,985 pairs from IEDB/IMGT. The task is: Regression. Given a peptide amino acid sequence and an MHC pseudo amino acid sequence, predict their binding affinity value. This is MHC class I binding data. (1) The MHC is BoLA-HD6 with pseudo-sequence BoLA-HD6. The binding affinity (normalized) is 0.606. The peptide sequence is RVYSDHQAL. (2) The peptide sequence is KRVVINKDT. The MHC is Mamu-B1001 with pseudo-sequence Mamu-B1001. The binding affinity (normalized) is 0. (3) The peptide sequence is IMTGDTPINIF. The MHC is Mamu-A11 with pseudo-sequence Mamu-A11. The binding affinity (normalized) is 0.167. (4) The peptide sequence is AEMWAQDA. The MHC is HLA-B45:01 with pseudo-sequence HLA-B45:01. The binding affinity (normalized) is 0.544. (5) The peptide sequence is LYDYKENRF. The MHC is HLA-B27:05 with pseudo-sequence HLA-B27:05. The binding affinity (normalized) is 0.0847.